From a dataset of Reaction yield outcomes from USPTO patents with 853,638 reactions. Predict the reaction yield, written as a fraction of the theoretical maximum amount of product (1.0 means a 100% yield; for example, 0.34 means a 34% yield). (1) The reactants are [H-].[Na+].[OH:3][C:4]1[CH:5]=[N:6][CH:7]=[C:8]([CH:11]=1)[C:9]#[N:10].[F:12][C:13]1[CH:14]=[C:15]([CH:18]=[C:19]([F:21])[CH:20]=1)[CH2:16]Br.C(OCC)(=O)C. The catalyst is CC(N(C)C)=O. The product is [F:12][C:13]1[CH:14]=[C:15]([CH:18]=[C:19]([F:21])[CH:20]=1)[CH2:16][O:3][C:4]1[CH:5]=[N:6][CH:7]=[C:8]([CH:11]=1)[C:9]#[N:10]. The yield is 0.680. (2) The reactants are [Cl:1][C:2]1[C:7]([C:8]2[CH:13]=[CH:12][CH:11]=[C:10]([CH:14]=O)[CH:9]=2)=[CH:6][C:5]([CH2:16][NH:17][C:18](=[O:44])[CH2:19][C:20]([NH:22][CH2:23][C:24]2[C:25]([NH:37][CH:38]3[CH2:43][CH2:42][O:41][CH2:40][CH2:39]3)=[C:26]3[CH:34]=[N:33][N:32]([CH2:35][CH3:36])[C:27]3=[N:28][C:29]=2[CH2:30][CH3:31])=[O:21])=[CH:4][CH:3]=1.[NH:45]1[CH2:50][CH2:49][NH:48][CH2:47][CH2:46]1.C(O)(=O)C. The catalyst is CS(C)=O. The product is [Cl:1][C:2]1[C:7]([C:8]2[CH:13]=[CH:12][CH:11]=[C:10]([CH2:14][N:45]3[CH2:50][CH2:49][NH:48][CH2:47][CH2:46]3)[CH:9]=2)=[CH:6][C:5]([CH2:16][NH:17][C:18](=[O:44])[CH2:19][C:20]([NH:22][CH2:23][C:24]2[C:25]([NH:37][CH:38]3[CH2:39][CH2:40][O:41][CH2:42][CH2:43]3)=[C:26]3[CH:34]=[N:33][N:32]([CH2:35][CH3:36])[C:27]3=[N:28][C:29]=2[CH2:30][CH3:31])=[O:21])=[CH:4][CH:3]=1. The yield is 0.293. (3) The reactants are [CH3:1][O:2][C:3]1[CH:4]=[C:5]2[C:10](=[CH:11][CH:12]=1)[CH:9]=[C:8]([CH:13]([CH3:37])[C:14]([O:16][C@@H:17]([C:27]1[CH:32]=[CH:31][C:30]([O:33][CH3:34])=[C:29]([O:35][CH3:36])[CH:28]=1)[CH2:18][C:19]1[C:24]([Cl:25])=[CH:23][N:22]=[CH:21][C:20]=1[Cl:26])=[O:15])[CH:7]=[CH:6]2.CO. The catalyst is C(Cl)(Cl)Cl. The product is [CH3:1][O:2][C:3]1[CH:4]=[C:5]2[C:10](=[CH:11][CH:12]=1)[CH:9]=[C:8]([C@@H:13]([CH3:37])[C:14]([O:16][C@H:17]([C:27]1[CH:32]=[CH:31][C:30]([O:33][CH3:34])=[C:29]([O:35][CH3:36])[CH:28]=1)[CH2:18][C:19]1[C:24]([Cl:25])=[CH:23][N:22]=[CH:21][C:20]=1[Cl:26])=[O:15])[CH:7]=[CH:6]2. The yield is 0.880. (4) The reactants are [CH2:1]([C:3]1[NH:4][C:5](=[O:27])[C:6]([CH2:12][C:13]2[CH:18]=[CH:17][C:16]([C:19]3[C:20]([C:25]#[N:26])=[CH:21][CH:22]=[CH:23][CH:24]=3)=[CH:15][CH:14]=2)=[C:7]([CH2:9][CH2:10][CH3:11])[N:8]=1)[CH3:2].[CH3:28][O:29][C:30]1[CH:35]=[CH:34][C:33](B(O)O)=[CH:32][CH:31]=1.N1C=CC=CC=1.C(N(CC)CC)C. The catalyst is C(OCC)(=O)C.C([O-])(=O)C.[Cu+2].C([O-])(=O)C.ClCCl. The product is [CH2:1]([C:3]1[N:4]([C:33]2[CH:34]=[CH:35][C:30]([O:29][CH3:28])=[CH:31][CH:32]=2)[C:5](=[O:27])[C:6]([CH2:12][C:13]2[CH:18]=[CH:17][C:16]([C:19]3[C:20]([C:25]#[N:26])=[CH:21][CH:22]=[CH:23][CH:24]=3)=[CH:15][CH:14]=2)=[C:7]([CH2:9][CH2:10][CH3:11])[N:8]=1)[CH3:2]. The yield is 1.00. (5) The reactants are [C:1]([O:5][C:6]([N:8]1[CH2:12][CH:11]([CH2:13][C:14]2[CH:19]=[C:18]([F:20])[CH:17]=[C:16]([F:21])[CH:15]=2)[CH:10]([CH2:22][NH:23][CH2:24][CH2:25][CH2:26][C:27]([O:29][C:30]([CH3:33])([CH3:32])[CH3:31])=[O:28])[CH2:9]1)=[O:7])([CH3:4])([CH3:3])[CH3:2].[O:34]=[C:35]1[CH2:44][CH:43]([C:45](O)=[O:46])[C:42]2[C:37](=[CH:38][CH:39]=[CH:40][CH:41]=2)[NH:36]1.C1N(P(Cl)(N2C(=O)OCC2)=O)C(=O)OC1.CCN(CC)CC. The catalyst is C(Cl)Cl. The product is [C:1]([O:5][C:6]([N:8]1[CH2:12][CH:11]([CH2:13][C:14]2[CH:15]=[C:16]([F:21])[CH:17]=[C:18]([F:20])[CH:19]=2)[CH:10]([CH2:22][N:23]([CH2:24][CH2:25][CH2:26][C:27]([O:29][C:30]([CH3:33])([CH3:32])[CH3:31])=[O:28])[C:45]([CH:43]2[C:42]3[C:37](=[CH:38][CH:39]=[CH:40][CH:41]=3)[NH:36][C:35](=[O:34])[CH2:44]2)=[O:46])[CH2:9]1)=[O:7])([CH3:3])([CH3:4])[CH3:2]. The yield is 0.0500. (6) The reactants are [N+]([C:4]1[S:8][C:7]([C:9]#[N:10])=[CH:6][CH:5]=1)([O-])=O.[CH:11]1[C:16]([OH:17])=[CH:15][CH:14]=[C:13]([CH3:18])[CH:12]=1.C(=O)([O-])[O-].[K+].[K+]. The catalyst is CS(C)=O. The product is [C:13]1([CH3:18])[CH:12]=[CH:11][C:16]([O:17][C:4]2[S:8][C:7]([C:9]#[N:10])=[CH:6][CH:5]=2)=[CH:15][CH:14]=1. The yield is 0.789. (7) The reactants are [C:1]([C:5]1[CH:24]=[CH:23][C:8]([CH2:9][NH:10][CH2:11][CH2:12][C:13]2[CH:18]=[CH:17][CH:16]=[C:15]([C:19]([F:22])([F:21])[F:20])[CH:14]=2)=[CH:7][CH:6]=1)([CH3:4])([CH3:3])[CH3:2].[Cl:25][C:26]1[CH:27]=[C:28]2[C:32](=[C:33]([C:35](O)=[O:36])[CH:34]=1)[NH:31][CH:30]=[CH:29]2.CCN=C=NCCCN(C)C.Cl. The catalyst is C(Cl)Cl. The product is [C:1]([C:5]1[CH:24]=[CH:23][C:8]([CH2:9][N:10]([CH2:11][CH2:12][C:13]2[CH:18]=[CH:17][CH:16]=[C:15]([C:19]([F:22])([F:20])[F:21])[CH:14]=2)[C:35]([C:33]2[CH:34]=[C:26]([Cl:25])[CH:27]=[C:28]3[C:32]=2[NH:31][CH:30]=[CH:29]3)=[O:36])=[CH:7][CH:6]=1)([CH3:4])([CH3:2])[CH3:3]. The yield is 0.640. (8) The yield is 0.510. The product is [N:1]1[CH:6]=[CH:5][C:4]([CH2:7][CH2:8][CH2:9][CH2:10][N:11]2[CH2:18][CH:17]3[O:19][CH:13]([CH2:14][N:15]([CH2:21][CH2:22][NH:23][C:24](=[O:30])[O:25][C:26]([CH3:29])([CH3:28])[CH3:27])[CH2:16]3)[CH2:12]2)=[CH:3][CH:2]=1. The reactants are [N:1]1[CH:6]=[CH:5][C:4]([CH2:7][CH2:8][CH2:9][CH2:10][N:11]2[CH2:18][CH:17]3[O:19][CH:13]([CH2:14][NH:15][CH2:16]3)[CH2:12]2)=[CH:3][CH:2]=1.Br[CH2:21][CH2:22][NH:23][C:24](=[O:30])[O:25][C:26]([CH3:29])([CH3:28])[CH3:27].C([O-])([O-])=O.[K+].[K+]. The catalyst is CC#N.